Dataset: Forward reaction prediction with 1.9M reactions from USPTO patents (1976-2016). Task: Predict the product of the given reaction. Given the reactants I[C:2]1[C:10]2[C:9]([N:11](C)C)=[CH:8][CH:7]=[N:6][C:5]=2[NH:4][N:3]=1.[H-].[Na+], predict the reaction product. The product is: [NH:4]1[C:5]2[N:6]=[CH:7][CH:8]=[C:9]([NH2:11])[C:10]=2[CH:2]=[N:3]1.